From a dataset of Peptide-MHC class I binding affinity with 185,985 pairs from IEDB/IMGT. Regression. Given a peptide amino acid sequence and an MHC pseudo amino acid sequence, predict their binding affinity value. This is MHC class I binding data. (1) The peptide sequence is LQFTSLEIPR. The MHC is HLA-A11:01 with pseudo-sequence HLA-A11:01. The binding affinity (normalized) is 0.377. (2) The peptide sequence is HMYRGGNGNT. The MHC is HLA-A68:02 with pseudo-sequence HLA-A68:02. The binding affinity (normalized) is 0.252. (3) The peptide sequence is ATPYDINQML. The MHC is Mamu-B01 with pseudo-sequence Mamu-B01. The binding affinity (normalized) is 0.